Dataset: Experimentally validated miRNA-target interactions with 360,000+ pairs, plus equal number of negative samples. Task: Binary Classification. Given a miRNA mature sequence and a target amino acid sequence, predict their likelihood of interaction. The miRNA is hsa-miR-6499-3p with sequence AGCAGUGUUUGUUUUGCCCACA. The protein sequence of the target gene is MAETKDVFGQEPHPVEDDLYKERTRKRRKSDRDQRFRAFPSMEQSALKEYEKLESRTRRVLSNTYQKLIQSVFLDDSIPNGVKYLINRLLALIEKPTVDPIYIALFGSTGAGKSSLINAIIQQAMFLPVSGESICTSCIVQVSSGCCVQYEAKIHLLSDQEWREELKNLTKLLHRTEELSREEADAWNRDEAVEEATWKLQMIYGNGAESKNYEELLRAKPKRKIPTSRVITLKAEEAEELSIKLDPYIRTQRRDWDGEAAEMRIWPLIKHVEVTLPKSDLIPEGVVLVDIPGTGDFNSK.... Result: 1 (interaction).